From a dataset of NCI-60 drug combinations with 297,098 pairs across 59 cell lines. Regression. Given two drug SMILES strings and cell line genomic features, predict the synergy score measuring deviation from expected non-interaction effect. (1) Drug 2: CN(C)N=NC1=C(NC=N1)C(=O)N. Drug 1: C1CCC(C1)C(CC#N)N2C=C(C=N2)C3=C4C=CNC4=NC=N3. Cell line: COLO 205. Synergy scores: CSS=-4.53, Synergy_ZIP=3.71, Synergy_Bliss=0.443, Synergy_Loewe=-8.61, Synergy_HSA=-8.34. (2) Drug 1: C1CCC(C1)C(CC#N)N2C=C(C=N2)C3=C4C=CNC4=NC=N3. Drug 2: CN(C)N=NC1=C(NC=N1)C(=O)N. Cell line: RXF 393. Synergy scores: CSS=3.05, Synergy_ZIP=-1.31, Synergy_Bliss=1.50, Synergy_Loewe=-0.832, Synergy_HSA=0.619.